This data is from Full USPTO retrosynthesis dataset with 1.9M reactions from patents (1976-2016). The task is: Predict the reactants needed to synthesize the given product. Given the product [CH2:1]1[C@@H:6]([C:7]#[N:8])[N:5]([C:9]([C@@H:11]([NH2:23])[C:12]23[CH2:21][C:19]4([OH:22])[CH2:20][CH:14]([CH2:15][CH:16]([CH2:18]4)[CH2:17]2)[CH2:13]3)=[O:10])[C@@H:4]2[C@H:2]1[CH2:3]2.[ClH:25], predict the reactants needed to synthesize it. The reactants are: [CH2:1]1[C@@H:6]([C:7]#[N:8])[N:5]([C:9]([C@@H:11]([NH2:23])[C:12]23[CH2:21][C:19]4([OH:22])[CH2:20][CH:14]([CH2:15][CH:16]([CH2:18]4)[CH2:17]2)[CH2:13]3)=[O:10])[C@@H:4]2[C@H:2]1[CH2:3]2.O.[ClH:25].